From a dataset of Full USPTO retrosynthesis dataset with 1.9M reactions from patents (1976-2016). Predict the reactants needed to synthesize the given product. (1) Given the product [CH2:1]([N:4]([CH2:16][C:17]([NH:20][C@@H:21]([CH2:45][C:46]1[CH:51]=[CH:50][C:49]([O:52][C:53]([CH3:56])([CH3:55])[CH3:54])=[CH:48][CH:47]=1)[C:22]([N:24]([C@@H:36]([CH3:44])[CH:37]([O:41][CH2:42][CH3:43])[O:38][CH2:39][CH3:40])[CH2:25][C:26]1[C:35]2[C:30](=[CH:31][CH:32]=[CH:33][CH:34]=2)[CH:29]=[CH:28][CH:27]=1)=[O:23])=[O:19])[NH:5][C:6]([NH:7][CH2:8][C:9]1[CH:10]=[CH:11][CH:12]=[CH:13][CH:14]=1)=[O:15])[CH:2]=[CH2:3], predict the reactants needed to synthesize it. The reactants are: [CH2:1]([N:4]([CH2:16][C:17]([OH:19])=O)[NH:5][C:6](=[O:15])[NH:7][CH2:8][C:9]1[CH:14]=[CH:13][CH:12]=[CH:11][CH:10]=1)[CH:2]=[CH2:3].[NH2:20][C@@H:21]([CH2:45][C:46]1[CH:51]=[CH:50][C:49]([O:52][C:53]([CH3:56])([CH3:55])[CH3:54])=[CH:48][CH:47]=1)[C:22]([N:24]([C@@H:36]([CH3:44])[CH:37]([O:41][CH2:42][CH3:43])[O:38][CH2:39][CH3:40])[CH2:25][C:26]1[C:35]2[C:30](=[CH:31][CH:32]=[CH:33][CH:34]=2)[CH:29]=[CH:28][CH:27]=1)=[O:23]. (2) Given the product [Cl:1][C:2]1[N:7]=[CH:6][C:5]2[C:8]([N:67]3[CH2:68][C:65]([CH3:64])([OH:69])[CH2:66]3)=[N:9][N:10]([CH:11]([CH3:13])[CH3:12])[C:4]=2[CH:3]=1, predict the reactants needed to synthesize it. The reactants are: [Cl:1][C:2]1[N:7]=[CH:6][C:5]2[C:8](I)=[N:9][N:10]([CH:11]([CH3:13])[CH3:12])[C:4]=2[CH:3]=1.C1(P(C2C=CC=CC=2)C2C3OC4C(=CC=CC=4P(C4C=CC=CC=4)C4C=CC=CC=4)C(C)(C)C=3C=CC=2)C=CC=CC=1.C(=O)([O-])[O-].[Cs+].[Cs+].Cl.[CH3:64][C:65]1([OH:69])[CH2:68][NH:67][CH2:66]1. (3) Given the product [C:18]([O:17][C:15](=[O:16])[N:2]([CH3:1])[CH2:3][CH2:4][NH:5][CH3:6])([CH3:19])([CH3:20])[CH3:21], predict the reactants needed to synthesize it. The reactants are: [CH3:1][NH:2][CH2:3][CH2:4][NH:5][CH3:6].[CH3:19][C:18]([O:17][C:15](O[C:15]([O:17][C:18]([CH3:21])([CH3:20])[CH3:19])=[O:16])=[O:16])([CH3:21])[CH3:20].